Dataset: Full USPTO retrosynthesis dataset with 1.9M reactions from patents (1976-2016). Task: Predict the reactants needed to synthesize the given product. (1) Given the product [C:41]([NH:33][C:32]1[CH:34]=[CH:35][N:28]([C@@H:26]2[S:27][C@H:23]([CH:22]([C:7]([C:16]3[CH:17]=[CH:18][CH:19]=[CH:20][CH:21]=3)([C:8]3[CH:9]=[CH:10][C:11]([O:14][CH3:15])=[CH:12][CH:13]=3)[C:6]3[CH:39]=[CH:40][C:3]([O:2][CH3:1])=[CH:4][CH:5]=3)[OH:38])[C@@H:24]([OH:37])[C@H:25]2[OH:36])[C:29](=[O:30])[N:31]=1)(=[O:48])[C:42]1[CH:47]=[CH:46][CH:45]=[CH:44][CH:43]=1, predict the reactants needed to synthesize it. The reactants are: [CH3:1][O:2][C:3]1[CH:40]=[CH:39][C:6]([C:7]([CH:22]([OH:38])[C@H:23]2[S:27][C@@H:26]([N:28]3[CH:35]=[CH:34][C:32]([NH2:33])=[N:31][C:29]3=[O:30])[C@H:25]([OH:36])[C@@H:24]2[OH:37])([C:16]2[CH:21]=[CH:20][CH:19]=[CH:18][CH:17]=2)[C:8]2[CH:13]=[CH:12][C:11]([O:14][CH3:15])=[CH:10][CH:9]=2)=[CH:5][CH:4]=1.[C:41](O[C:41](=[O:48])[C:42]1[CH:47]=[CH:46][CH:45]=[CH:44][CH:43]=1)(=[O:48])[C:42]1[CH:47]=[CH:46][CH:45]=[CH:44][CH:43]=1. (2) Given the product [C:28]([C:21]1[CH:22]=[C:23]([CH2:26][CH3:27])[CH:24]=[CH:25][C:20]=1[O:19][CH:17]([CH3:18])[CH2:16][CH2:15][S:14][C:11]1[CH:12]=[CH:13][C:8]([CH2:7][CH2:6][C:5]([OH:37])=[O:4])=[C:9]([CH3:36])[CH:10]=1)(=[O:35])[C:29]1[CH:30]=[CH:31][CH:32]=[CH:33][CH:34]=1, predict the reactants needed to synthesize it. The reactants are: [OH-].[Na+].C[O:4][C:5](=[O:37])[CH2:6][CH2:7][C:8]1[CH:13]=[CH:12][C:11]([S:14][CH2:15][CH2:16][CH:17]([O:19][C:20]2[CH:25]=[CH:24][C:23]([CH2:26][CH3:27])=[CH:22][C:21]=2[C:28](=[O:35])[C:29]2[CH:34]=[CH:33][CH:32]=[CH:31][CH:30]=2)[CH3:18])=[CH:10][C:9]=1[CH3:36].Cl.